From a dataset of Forward reaction prediction with 1.9M reactions from USPTO patents (1976-2016). Predict the product of the given reaction. (1) Given the reactants Cl.[F:2][C:3]1[CH:27]=[CH:26][CH:25]=[CH:24][C:4]=1[CH2:5][N:6]1[C:10]([C:11]2[CH:15]=[CH:14][O:13][N:12]=2)=[CH:9][C:8]([C:16]2[N:21]=[C:20]([NH2:22])[C:19]([NH2:23])=[CH:18][N:17]=2)=[N:7]1.ClCCl.[CH2:31]([O:33]CC)[CH3:32], predict the reaction product. The product is: [NH2:22][C:20]1[C:19]([NH:23][C:31](=[O:33])[CH3:32])=[CH:18][N:17]=[C:16]([C:8]2[CH:9]=[C:10]([C:11]3[CH:15]=[CH:14][O:13][N:12]=3)[N:6]([CH2:5][C:4]3[CH:24]=[CH:25][CH:26]=[CH:27][C:3]=3[F:2])[N:7]=2)[N:21]=1. (2) Given the reactants [NH2:1][CH2:2][CH:3]1[CH2:8][CH2:7][CH:6]([CH2:9][N:10]([CH2:31][C:32]2[CH:37]=[CH:36][CH:35]=[CH:34][CH:33]=2)[S:11]([NH:14][C:15](=[O:30])[C:16]2[CH:21]=[C:20]([C:22]([F:25])([F:24])[F:23])[CH:19]=[C:18]([C:26]([F:29])([F:28])[F:27])[CH:17]=2)(=[O:13])=[O:12])[CH2:5][CH2:4]1.C(N(CC)CC)C.[C:45]1([S:51](Cl)(=[O:53])=[O:52])[CH:50]=[CH:49][CH:48]=[CH:47][CH:46]=1, predict the reaction product. The product is: [CH2:31]([N:10]([CH2:9][CH:6]1[CH2:5][CH2:4][CH:3]([CH2:2][NH:1][S:51]([C:45]2[CH:50]=[CH:49][CH:48]=[CH:47][CH:46]=2)(=[O:53])=[O:52])[CH2:8][CH2:7]1)[S:11]([NH:14][C:15](=[O:30])[C:16]1[CH:17]=[C:18]([C:26]([F:27])([F:28])[F:29])[CH:19]=[C:20]([C:22]([F:23])([F:24])[F:25])[CH:21]=1)(=[O:12])=[O:13])[C:32]1[CH:37]=[CH:36][CH:35]=[CH:34][CH:33]=1. (3) Given the reactants [F:1][C:2]([F:11])([F:10])[C:3]1[CH:4]=[CH:5][C:6](=[O:9])[NH:7][CH:8]=1.I[C:13]1[CH:18]=[CH:17][C:16]([O:19][CH3:20])=[CH:15][CH:14]=1.C([O-])([O-])=O.[K+].[K+].CN(C=O)C, predict the reaction product. The product is: [CH3:20][O:19][C:16]1[CH:17]=[CH:18][C:13]([N:7]2[CH:8]=[C:3]([C:2]([F:1])([F:10])[F:11])[CH:4]=[CH:5][C:6]2=[O:9])=[CH:14][CH:15]=1. (4) Given the reactants [Si:1]([O:8][C@H:9]1[CH2:18][C:17]([CH3:20])([CH3:19])[CH2:16][C:15]2[N:14]=[C:13]([CH:21]([CH3:23])[CH3:22])[C:12]([CH:24]=[O:25])=[C:11]([I:26])[C:10]1=2)([C:4]([CH3:7])([CH3:6])[CH3:5])([CH3:3])[CH3:2].[C:27]([O:31][C:32]1[CH:37]=[CH:36][C:35]([Mg]Br)=[CH:34][CH:33]=1)([CH3:30])([CH3:29])[CH3:28].FC1C=CC([Mg]Br)=CC=1, predict the reaction product. The product is: [C:27]([O:31][C:32]1[CH:37]=[CH:36][C:35]([C@@H:24]([C:12]2[C:13]([CH:21]([CH3:22])[CH3:23])=[N:14][C:15]3[CH2:16][C:17]([CH3:19])([CH3:20])[CH2:18][C@H:9]([O:8][Si:1]([C:4]([CH3:5])([CH3:6])[CH3:7])([CH3:3])[CH3:2])[C:10]=3[C:11]=2[I:26])[OH:25])=[CH:34][CH:33]=1)([CH3:30])([CH3:28])[CH3:29]. (5) Given the reactants [Si]([O:8][CH2:9][C@@H:10]1[C@@H:14]([O:15][Si:16]([CH:23]([CH3:25])[CH3:24])([CH:20]([CH3:22])[CH3:21])[CH:17]([CH3:19])[CH3:18])[CH2:13][C@H:12]([NH:26][C:27]2[C:32]([C:33]([C:35]3[S:36][C:37]([Cl:43])=[C:38]([CH2:40][O:41][CH3:42])[CH:39]=3)=[O:34])=[CH:31][N:30]=[CH:29][N:28]=2)[CH2:11]1)(C(C)(C)C)(C)C.Cl, predict the reaction product. The product is: [Cl:43][C:37]1[S:36][C:35]([C:33]([C:32]2[C:27]([NH:26][C@H:12]3[CH2:13][C@H:14]([O:15][Si:16]([CH:20]([CH3:21])[CH3:22])([CH:17]([CH3:18])[CH3:19])[CH:23]([CH3:24])[CH3:25])[C@@H:10]([CH2:9][OH:8])[CH2:11]3)=[N:28][CH:29]=[N:30][CH:31]=2)=[O:34])=[CH:39][C:38]=1[CH2:40][O:41][CH3:42]. (6) Given the reactants [N+:1]([C:4]1[CH:9]=[CH:8][N:7]=[C:6]([O:10][CH2:11][C:12]([F:15])([F:14])[F:13])[CH:5]=1)([O-])=O, predict the reaction product. The product is: [F:15][C:12]([F:13])([F:14])[CH2:11][O:10][C:6]1[CH:5]=[C:4]([NH2:1])[CH:9]=[CH:8][N:7]=1.